Predict the reactants needed to synthesize the given product. From a dataset of Full USPTO retrosynthesis dataset with 1.9M reactions from patents (1976-2016). (1) Given the product [CH3:67][C:65]([O:68][C@H:69]([CH3:76])[C@@H:70]([C:72]([O:74][CH3:75])=[O:73])[NH:71][C:14]([C:12]1[S:13][C:9]([C:6]2[CH:7]=[CH:8][C:3]([O:2][CH3:1])=[CH:4][CH:5]=2)=[CH:10][C:11]=1[NH:17][C:18]([NH:20][C:21]1[C:26]([CH3:27])=[CH:25][C:24]([CH3:28])=[CH:23][C:22]=1[CH3:29])=[O:19])=[O:16])([CH3:64])[CH3:66], predict the reactants needed to synthesize it. The reactants are: [CH3:1][O:2][C:3]1[CH:8]=[CH:7][C:6]([C:9]2[S:13][C:12]([C:14]([OH:16])=O)=[C:11]([NH:17][C:18]([NH:20][C:21]3[C:26]([CH3:27])=[CH:25][C:24]([CH3:28])=[CH:23][C:22]=3[CH3:29])=[O:19])[CH:10]=2)=[CH:5][CH:4]=1.CN(C(ON1N=NC2C=CC=NC1=2)=[N+](C)C)C.F[P-](F)(F)(F)(F)F.CCN(C(C)C)C(C)C.Cl.[CH3:64][C:65]([O:68][C@H:69]([CH3:76])[C@@H:70]([C:72]([O:74][CH3:75])=[O:73])[NH2:71])([CH3:67])[CH3:66]. (2) Given the product [CH:18]1(/[CH:24]=[CH:25]/[C:2]2[N:7]=[C:6]3[N:8]=[C:9]([NH:12][C:13]([NH:15][CH2:16][CH3:17])=[O:14])[CH:10]=[CH:11][C:5]3=[N:4][CH:3]=2)[CH2:23][CH2:22][CH2:21][CH2:20][CH2:19]1, predict the reactants needed to synthesize it. The reactants are: Cl[C:2]1[N:7]=[C:6]2[N:8]=[C:9]([NH:12][C:13]([NH:15][CH2:16][CH3:17])=[O:14])[CH:10]=[CH:11][C:5]2=[N:4][CH:3]=1.[CH:18]1([CH:24]=[CH:25]B(O)O)[CH2:23][CH2:22][CH2:21][CH2:20][CH2:19]1.C(=O)([O-])[O-].[Na+].[Na+].O. (3) Given the product [Cl:8][C:9]1[CH:14]=[C:13]([N:15]([CH3:17])[CH3:16])[C:12]([F:18])=[CH:11][C:10]=1[C:19]1[CH:24]=[CH:23][N:22]=[C:21]([NH:42][CH:39]([CH2:38][O:37][CH3:36])[CH2:40][CH3:41])[C:20]=1[N+:33]([O-:35])=[O:34], predict the reactants needed to synthesize it. The reactants are: OC(C(F)(F)F)=O.[Cl:8][C:9]1[CH:14]=[C:13]([N:15]([CH3:17])[CH3:16])[C:12]([F:18])=[CH:11][C:10]=1[C:19]1[CH:24]=[CH:23][N:22]=[C:21](OS(C(F)(F)F)(=O)=O)[C:20]=1[N+:33]([O-:35])=[O:34].[CH3:36][O:37][CH2:38][CH:39]([NH2:42])[CH2:40][CH3:41]. (4) Given the product [Cl:28][C:29]1[N:34]=[C:33]2[C:32](=[CH:31][CH:30]=1)[N:37]=[C:8]([C:10]1[CH:15]=[CH:14][C:13]([C:16]3([NH:20][C:21](=[O:27])[O:22][C:23]([CH3:26])([CH3:24])[CH3:25])[CH2:19][CH2:18][CH2:17]3)=[CH:12][CH:11]=1)[C:7]([C:1]1[CH:8]=[CH:7][CH:1]=[CH:6][CH:6]=1)=[CH:35]2, predict the reactants needed to synthesize it. The reactants are: [C:1]1([CH2:7][C:8]([C:10]2[CH:15]=[CH:14][C:13]([C:16]3([NH:20][C:21](=[O:27])[O:22][C:23]([CH3:26])([CH3:25])[CH3:24])[CH2:19][CH2:18][CH2:17]3)=[CH:12][CH:11]=2)=O)[CH:6]=CC=CC=1.[Cl:28][C:29]1[N:34]=[C:33]([CH:35]=O)[C:32]([NH:37]C(=O)OC(C)(C)C)=[CH:31][CH:30]=1.C(=O)([O-])[O-].[K+].[K+].CN(C=O)C. (5) Given the product [CH3:18][O:22][N:23]([CH3:24])[C:10]([CH:9]([NH:8][C:6](=[O:7])[O:5][C:1]([CH3:2])([CH3:3])[CH3:4])[CH2:13][CH3:14])=[O:12], predict the reactants needed to synthesize it. The reactants are: [C:1]([O:5][C:6]([NH:8][CH:9]([CH2:13][CH3:14])[C:10]([OH:12])=O)=[O:7])([CH3:4])([CH3:3])[CH3:2].CN([C:18]([O:22][N:23]1N=NC2C=CC=C[C:24]1=2)=[N+](C)C)C.F[P-](F)(F)(F)(F)F.CCN(C(C)C)C(C)C.Cl.CNOC. (6) Given the product [CH3:26][N:23]1[CH2:24][CH2:25][CH:20]([CH2:19][O:18][C:15]2[CH:14]=[CH:13][C:12]([NH2:11])=[CH:17][CH:16]=2)[CH2:21][CH2:22]1, predict the reactants needed to synthesize it. The reactants are: BrC1N2C=CN=C2C([NH:11][C:12]2[CH:17]=[CH:16][C:15]([O:18][CH2:19][CH:20]3[CH2:25][CH2:24][N:23]([CH3:26])[CH2:22][CH2:21]3)=[CH:14][CH:13]=2)=NC=1.FC1C=C(B2OC(C)(C)C(C)(C)O2)C=CC=1C(N)=O.C([O-])([O-])=O.[Na+].[Na+]. (7) Given the product [CH2:1]([NH:3][CH2:11][C:12]([NH:13][CH2:14][C:15]1[CH:16]=[C:17]([C:21]2[CH:22]=[CH:23][C:24]([C:27]([F:28])([F:29])[F:30])=[CH:25][CH:26]=2)[CH:18]=[CH:19][CH:20]=1)=[O:31])[CH3:2], predict the reactants needed to synthesize it. The reactants are: [CH2:1]([N:3]([CH2:11][C:12](=[O:31])[NH:13][CH2:14][C:15]1[CH:16]=[C:17]([C:21]2[CH:26]=[CH:25][C:24]([C:27]([F:30])([F:29])[F:28])=[CH:23][CH:22]=2)[CH:18]=[CH:19][CH:20]=1)C(=O)OC(C)(C)C)[CH3:2].O1CCOCC1. (8) Given the product [CH2:6]([O:5][Si:4]([O:8][CH2:9][CH3:10])([O:3][CH2:1][CH3:2])[O:11][CH2:12][CH3:13])[CH3:7].[OH2:14], predict the reactants needed to synthesize it. The reactants are: [CH2:1]([O:3][Si:4]([O:11][CH2:12][CH3:13])([O:8][CH2:9][CH3:10])[O:5][CH2:6][CH3:7])[CH3:2].[OH2:14].Cl.